From a dataset of Peptide-MHC class I binding affinity with 185,985 pairs from IEDB/IMGT. Regression. Given a peptide amino acid sequence and an MHC pseudo amino acid sequence, predict their binding affinity value. This is MHC class I binding data. (1) The peptide sequence is NETWYSADLV. The MHC is Mamu-A11 with pseudo-sequence Mamu-A11. The binding affinity (normalized) is 0.398. (2) The peptide sequence is DPKKTGGPI. The MHC is HLA-B40:01 with pseudo-sequence HLA-B40:01. The binding affinity (normalized) is 0.0847. (3) The peptide sequence is DMCDIYLLY. The MHC is HLA-A29:02 with pseudo-sequence HLA-A29:02. The binding affinity (normalized) is 0.701. (4) The peptide sequence is RVNDLNRMPT. The MHC is HLA-A68:02 with pseudo-sequence HLA-A68:02. The binding affinity (normalized) is 0.404. (5) The peptide sequence is QSPQPVRVK. The MHC is HLA-A02:01 with pseudo-sequence HLA-A02:01. The binding affinity (normalized) is 0. (6) The peptide sequence is FFNVEIPEF. The MHC is HLA-A11:01 with pseudo-sequence HLA-A11:01. The binding affinity (normalized) is 0.213. (7) The peptide sequence is KPKVASEAF. The binding affinity (normalized) is 0.603. The MHC is HLA-B07:02 with pseudo-sequence HLA-B07:02. (8) The peptide sequence is EELRKRLRLI. The MHC is Mamu-B03 with pseudo-sequence Mamu-B03. The binding affinity (normalized) is 0.253.